This data is from Full USPTO retrosynthesis dataset with 1.9M reactions from patents (1976-2016). The task is: Predict the reactants needed to synthesize the given product. (1) Given the product [C:1]([O:5][C:6](=[O:41])[NH:7][C@@H:8]1[CH2:12][CH2:11][N:10]([C:13]([C:15]2[CH:23]=[C:22]3[C:18]([C:19]4([CH2:40][CH2:39]4)[CH2:20][N:21]3[C:24]3[N:25]=[CH:26][C:27]([C:44]4[CH:49]=[C:48]([CH:50]5[CH2:52][CH2:51]5)[CH:47]=[CH:46][N:45]=4)=[CH:28][N:29]=3)=[CH:17][CH:16]=2)=[O:14])[CH2:9]1)([CH3:4])([CH3:2])[CH3:3], predict the reactants needed to synthesize it. The reactants are: [C:1]([O:5][C:6](=[O:41])[NH:7][C@@H:8]1[CH2:12][CH2:11][N:10]([C:13]([C:15]2[CH:23]=[C:22]3[C:18]([C:19]4([CH2:40][CH2:39]4)[CH2:20][N:21]3[C:24]3[N:29]=[CH:28][C:27](B4OC(C)(C)C(C)(C)O4)=[CH:26][N:25]=3)=[CH:17][CH:16]=2)=[O:14])[CH2:9]1)([CH3:4])([CH3:3])[CH3:2].O.Br[C:44]1[CH:49]=[C:48]([CH:50]2[CH2:52][CH2:51]2)[CH:47]=[CH:46][N:45]=1.C([O-])([O-])=O.[K+].[K+]. (2) Given the product [C@@H:7]12[N:10]([CH3:11])[C@@H:3]([CH2:9][CH2:8]1)[CH2:4][CH:5]([CH2:12][C:13]([O:15][CH2:16][CH3:17])=[O:14])[CH2:6]2, predict the reactants needed to synthesize it. The reactants are: C([C@@:3]12[N:10]([CH3:11])[C@@H:7]([CH2:8][CH2:9]1)[CH2:6][CH:5]([CH2:12][C:13]([O:15][CH2:16][CH3:17])=[O:14])[CH2:4]2)#N. (3) Given the product [N:1]1[N:2]([C:10]2[N:33]=[CH:32][CH:31]=[CH:30][C:11]=2[C:12]([NH:14][CH:15]([CH2:23][C:24]2[CH:25]=[CH:26][CH:27]=[CH:28][CH:29]=2)[CH:16]([OH:22])[C:17]([OH:19])=[O:18])=[O:13])[CH:3]=[C:4]2[C:9]=1[CH:8]=[CH:7][CH:6]=[CH:5]2, predict the reactants needed to synthesize it. The reactants are: [N:1]1[N:2]([C:10]2[N:33]=[CH:32][CH:31]=[CH:30][C:11]=2[C:12]([NH:14][CH:15]([CH2:23][C:24]2[CH:29]=[CH:28][CH:27]=[CH:26][CH:25]=2)[CH:16]([OH:22])[C:17]([O:19]CC)=[O:18])=[O:13])[CH:3]=[C:4]2[C:9]=1[CH:8]=[CH:7][CH:6]=[CH:5]2.[OH-].[Li+]. (4) Given the product [C:7]([N:5]1[CH:6]=[C:2]([C:19](=[O:21])[CH3:20])[CH:3]=[N:4]1)([CH3:10])([CH3:9])[CH3:8], predict the reactants needed to synthesize it. The reactants are: Br[C:2]1[CH:3]=[N:4][N:5]([C:7]([CH3:10])([CH3:9])[CH3:8])[CH:6]=1.[Li]CCCC.CON(C)[C:19](=[O:21])[CH3:20]. (5) Given the product [C:15]([C:14]1[C:20](=[O:22])[NH:26][N:27]=[C:1]([C:4]2[CH:12]=[CH:11][C:10]3[O:9][CH2:8][CH2:7][C:6]=3[CH:5]=2)[CH:2]=1)([OH:17])=[O:16], predict the reactants needed to synthesize it. The reactants are: [C:1]([C:4]1[CH:5]=[C:6]2[C:10](=[CH:11][CH:12]=1)[O:9][CH2:8][CH2:7]2)(=O)[CH3:2].O=[C:14]([C:20]([O:22]CC)=O)[C:15]([O:17]CC)=[O:16].O.[NH2:26][NH2:27].[OH-].[Na+].Cl. (6) Given the product [Cl:1][C:2]1[CH:3]=[C:4]([CH:25]=[CH:26][CH:27]=1)[O:5][C:6]1[C:11]([O:12][CH2:13][CH2:14][CH2:15][C:16]2[CH:21]=[CH:20][N:19]=[CH:18][C:17]=2[NH2:42])=[CH:10][CH:9]=[CH:8][N:7]=1, predict the reactants needed to synthesize it. The reactants are: [Cl:1][C:2]1[CH:3]=[C:4]([CH:25]=[CH:26][CH:27]=1)[O:5][C:6]1[C:11]([O:12][CH2:13][CH2:14][CH2:15][C:16]2[CH:21]=[CH:20][N:19]=[CH:18][C:17]=2C(O)=O)=[CH:10][CH:9]=[CH:8][N:7]=1.C1(P([N:42]=[N+]=[N-])(C2C=CC=CC=2)=O)C=CC=CC=1.C(N(CC)CC)C. (7) Given the product [ClH:4].[CH3:10][O:11][C:12]1[CH:13]=[C:14]2[C:19](=[CH:20][C:21]=1[O:22][CH3:23])[N:18]=[CH:17][CH:16]=[C:15]2[O:24][C:25]1[CH:30]=[CH:29][C:28]([NH:31][C:32]([NH:34][CH2:35][CH2:36][C:37]([CH3:40])([CH3:39])[CH3:38])=[O:33])=[CH:27][CH:26]=1, predict the reactants needed to synthesize it. The reactants are: CO.C(Cl)(Cl)[Cl:4].CO.Cl.[CH3:10][O:11][C:12]1[CH:13]=[C:14]2[C:19](=[CH:20][C:21]=1[O:22][CH3:23])[N:18]=[CH:17][CH:16]=[C:15]2[O:24][C:25]1[CH:30]=[CH:29][C:28]([NH:31][C:32]([NH:34][CH2:35][CH2:36][C:37]([CH3:40])([CH3:39])[CH3:38])=[O:33])=[CH:27][CH:26]=1.